Dataset: Full USPTO retrosynthesis dataset with 1.9M reactions from patents (1976-2016). Task: Predict the reactants needed to synthesize the given product. (1) Given the product [N:23]1[O:22][C:21]([C:18]([N:13]2[CH2:12][CH2:11][CH:10]([C:5]3[CH:6]=[CH:7][CH:8]=[CH:9][C:4]=3[C:3]([F:2])([F:16])[F:17])[CH2:15][CH2:14]2)=[O:19])=[C:25]2[CH:26]=[CH:27][CH:28]=[CH:29][C:24]=12, predict the reactants needed to synthesize it. The reactants are: Cl.[F:2][C:3]([F:17])([F:16])[C:4]1[CH:9]=[CH:8][CH:7]=[CH:6][C:5]=1[CH:10]1[CH2:15][CH2:14][NH:13][CH2:12][CH2:11]1.[C:18]([C:21]1[O:22][N:23]=[C:24]2[CH:29]=[CH:28][CH:27]=[CH:26][C:25]=12)(O)=[O:19].N1OC(C(N2CCC(C3C=CC=CC=3CC(F)(F)F)CC2)=O)=C2C=CC=CC=12. (2) Given the product [C:23]([N:26]1[CH2:27][CH2:28][CH:29]([C:32]([NH:1][C:2]2[N:7]=[C:6](/[C:8](/[C:9]#[N:10])=[C:11]3\[NH:12][C:13]4[CH:21]=[CH:20][CH:19]=[CH:18][C:14]=4[N:15]\3[CH2:16][CH3:17])[C:5]([CH3:22])=[CH:4][N:3]=2)=[O:33])[CH2:30][CH2:31]1)(=[O:25])[CH3:24], predict the reactants needed to synthesize it. The reactants are: [NH2:1][C:2]1[N:7]=[C:6](/[C:8](=[C:11]2\[NH:12][C:13]3[CH:21]=[CH:20][CH:19]=[CH:18][C:14]=3[N:15]\2[CH2:16][CH3:17])/[C:9]#[N:10])[C:5]([CH3:22])=[CH:4][N:3]=1.[C:23]([N:26]1[CH2:31][CH2:30][CH:29]([C:32](O)=[O:33])[CH2:28][CH2:27]1)(=[O:25])[CH3:24]. (3) Given the product [C:1]([C:3]1[CH:11]=[CH:10][C:6]2[CH:7]=[N:8][N:9]([CH2:17][CH2:16][CH2:15][Cl:14])[C:5]=2[CH:4]=1)#[N:2], predict the reactants needed to synthesize it. The reactants are: [C:1]([C:3]1[CH:11]=[CH:10][C:6]2[CH:7]=[N:8][NH:9][C:5]=2[CH:4]=1)#[N:2].[OH-].[Na+].[Cl:14][CH2:15][CH2:16][CH2:17]Br. (4) Given the product [F:17][C:18]1[CH:19]=[C:20]([C:2]2[C:3]3[CH2:10][CH2:9][CH:8]([NH:11][S:12]([CH2:15][CH3:16])(=[O:14])=[O:13])[C:4]=3[CH:5]=[N:6][CH:7]=2)[CH:21]=[CH:22][C:23]=1[C:24]([F:25])([F:26])[F:27], predict the reactants needed to synthesize it. The reactants are: Br[C:2]1[C:3]2[CH2:10][CH2:9][CH:8]([NH:11][S:12]([CH2:15][CH3:16])(=[O:14])=[O:13])[C:4]=2[CH:5]=[N:6][CH:7]=1.[F:17][C:18]1[CH:19]=[C:20](B(O)O)[CH:21]=[CH:22][C:23]=1[C:24]([F:27])([F:26])[F:25]. (5) Given the product [ClH:4].[CH2:1]([O:3][C:14]([CH:10]1[CH2:11][CH2:12][CH2:13][N:9]1[C:7](=[O:8])[CH:6]([NH2:5])[CH3:17])=[O:15])[CH3:2], predict the reactants needed to synthesize it. The reactants are: [C:1]([Cl:4])(=[O:3])[CH3:2].[NH2:5][CH:6]([CH3:17])[C:7]([N:9]1[CH2:13][CH2:12][CH2:11][CH:10]1[C:14](O)=[O:15])=[O:8]. (6) Given the product [O:14]=[C:11]1[CH:10]=[CH:9][C:8]2[C:13](=[C:4]([CH2:1][CH:2]=[O:15])[CH:5]=[CH:6][CH:7]=2)[O:12]1, predict the reactants needed to synthesize it. The reactants are: [CH2:1]([C:4]1[CH:5]=[CH:6][CH:7]=[C:8]2[C:13]=1[O:12][C:11](=[O:14])[CH:10]=[CH:9]2)[CH:2]=C.[O:15]1CCOCC1. (7) Given the product [Cl:46][CH2:45][O:44][C:42](=[O:43])[NH:15][C:14]1[CH:16]=[CH:17][CH:18]=[C:12]([C:9]2[CH:10]=[N:11][C:5]3[C:4]([N:19]4[CH2:20][CH2:21][O:22][CH2:23][CH2:24]4)=[N:3][C:2]([Cl:1])=[N:7][C:6]=3[CH:8]=2)[CH:13]=1, predict the reactants needed to synthesize it. The reactants are: [Cl:1][C:2]1[N:3]=[C:4]([N:19]2[CH2:24][CH2:23][O:22][CH2:21][CH2:20]2)[C:5]2[N:11]=[CH:10][C:9]([C:12]3[CH:13]=[C:14]([CH:16]=[CH:17][CH:18]=3)[NH2:15])=[CH:8][C:6]=2[N:7]=1.CN(C)C1C2C(=CC=CC=2N(C)C)C=CC=1.Cl[C:42]([O:44][CH2:45][Cl:46])=[O:43]. (8) Given the product [CH2:1]([C:4]1[CH:5]=[N:6][C:7]([N:10]2[CH2:11][CH2:12][CH:13]([O:16][C:17]3[S:18][C:19]4[CH:25]=[C:24]([C:26]5[CH2:31][CH2:30][N:29]([S:32]([CH2:35][CH2:36][CH2:37][C:38]([OH:40])=[O:39])(=[O:34])=[O:33])[CH2:28][CH:27]=5)[CH:23]=[CH:22][C:20]=4[N:21]=3)[CH2:14][CH2:15]2)=[N:8][CH:9]=1)[CH2:2][CH3:3], predict the reactants needed to synthesize it. The reactants are: [CH2:1]([C:4]1[CH:5]=[N:6][C:7]([N:10]2[CH2:15][CH2:14][CH:13]([O:16][C:17]3[S:18][C:19]4[CH:25]=[C:24]([C:26]5[CH2:31][CH2:30][N:29]([S:32]([CH2:35][CH2:36][CH2:37][C:38]([O:40]C)=[O:39])(=[O:34])=[O:33])[CH2:28][CH:27]=5)[CH:23]=[CH:22][C:20]=4[N:21]=3)[CH2:12][CH2:11]2)=[N:8][CH:9]=1)[CH2:2][CH3:3].[OH-].[Li+].Cl.